Predict the product of the given reaction. From a dataset of Forward reaction prediction with 1.9M reactions from USPTO patents (1976-2016). (1) Given the reactants CS[C:3]1[N:8]=[C:7]([O:9][CH2:10][C:11]2[CH:16]=[CH:15][CH:14]=[CH:13][CH:12]=2)[CH:6]=[CH:5][N:4]=1.O[O:18][S:19]([O-:21])=O.[K+].[C:23]([O-])(O)=O.[Na+], predict the reaction product. The product is: [CH3:23][S:19]([C:3]1[N:8]=[C:7]([O:9][CH2:10][C:11]2[CH:16]=[CH:15][CH:14]=[CH:13][CH:12]=2)[CH:6]=[CH:5][N:4]=1)(=[O:21])=[O:18]. (2) Given the reactants Br[Zn][CH2:3][C:4]([O:6][CH2:7][CH3:8])=[O:5].[C:9]1(=[O:14])[CH2:13][CH2:12][CH2:11][CH2:10]1.Cl.C(OCC)(=O)C, predict the reaction product. The product is: [OH:14][C:9]1([CH2:3][C:4]([O:6][CH2:7][CH3:8])=[O:5])[CH2:13][CH2:12][CH2:11][CH2:10]1.